From a dataset of NCI-60 drug combinations with 297,098 pairs across 59 cell lines. Regression. Given two drug SMILES strings and cell line genomic features, predict the synergy score measuring deviation from expected non-interaction effect. (1) Drug 1: C1=C(C(=O)NC(=O)N1)N(CCCl)CCCl. Drug 2: C1=CC(=CC=C1CC(C(=O)O)N)N(CCCl)CCCl.Cl. Cell line: SK-MEL-5. Synergy scores: CSS=23.0, Synergy_ZIP=-7.16, Synergy_Bliss=3.18, Synergy_Loewe=-4.93, Synergy_HSA=0.377. (2) Drug 1: CCC1=CC2CC(C3=C(CN(C2)C1)C4=CC=CC=C4N3)(C5=C(C=C6C(=C5)C78CCN9C7C(C=CC9)(C(C(C8N6C)(C(=O)OC)O)OC(=O)C)CC)OC)C(=O)OC.C(C(C(=O)O)O)(C(=O)O)O. Drug 2: B(C(CC(C)C)NC(=O)C(CC1=CC=CC=C1)NC(=O)C2=NC=CN=C2)(O)O. Cell line: SK-MEL-5. Synergy scores: CSS=25.2, Synergy_ZIP=2.76, Synergy_Bliss=2.65, Synergy_Loewe=-0.765, Synergy_HSA=0.0319.